Dataset: Forward reaction prediction with 1.9M reactions from USPTO patents (1976-2016). Task: Predict the product of the given reaction. (1) Given the reactants [NH:1]1[CH2:4][CH:3]([CH2:5][N:6]2[CH:10]=[C:9]([C:11]([CH3:14])([CH3:13])[CH3:12])[S:8]/[C:7]/2=[N:15]\[C:16](=[O:26])[C:17]2[CH:22]=[C:21]([Cl:23])[CH:20]=[CH:19][C:18]=2[O:24][CH3:25])[CH2:2]1.C(N(CC)CC)C.[CH3:34][S:35](Cl)(=[O:37])=[O:36], predict the reaction product. The product is: [C:11]([C:9]1[S:8]/[C:7](=[N:15]\[C:16](=[O:26])[C:17]2[CH:22]=[C:21]([Cl:23])[CH:20]=[CH:19][C:18]=2[O:24][CH3:25])/[N:6]([CH2:5][CH:3]2[CH2:4][N:1]([S:35]([CH3:34])(=[O:37])=[O:36])[CH2:2]2)[CH:10]=1)([CH3:14])([CH3:13])[CH3:12]. (2) Given the reactants [NH2:1][C:2]1[C:3]2[C:10]([C:11]3[CH:16]=[CH:15][C:14]([NH:17][C:18](=[O:26])[O:19][C:20]4[CH:25]=[CH:24][CH:23]=[CH:22][CH:21]=4)=[C:13]([O:27][CH3:28])[CH:12]=3)=[CH:9][N:8]([CH:29]3[CH2:34][CH2:33][O:32][CH2:31][CH2:30]3)[C:4]=2[N:5]=[CH:6][N:7]=1.[N:35]1C=CC=CC=1CO, predict the reaction product. The product is: [NH2:1][C:2]1[C:3]2[C:10]([C:11]3[CH:16]=[CH:15][C:14]([NH:17][C:18](=[O:26])[O:19][CH2:20][C:25]4[CH:24]=[CH:23][CH:22]=[CH:21][N:35]=4)=[C:13]([O:27][CH3:28])[CH:12]=3)=[CH:9][N:8]([CH:29]3[CH2:30][CH2:31][O:32][CH2:33][CH2:34]3)[C:4]=2[N:5]=[CH:6][N:7]=1. (3) Given the reactants [CH2:1]([O:8][C:9](=[O:41])[N:10]([CH:35]1[CH2:40][CH2:39][CH2:38][CH2:37][CH2:36]1)[CH2:11][C:12]1[CH:17]=[CH:16][C:15]([NH:18][C:19](=O)[C:20]2[CH:25]=[CH:24][C:23]([CH2:26][NH:27][CH2:28][C:29]3[NH:30][CH:31]=[CH:32][N:33]=3)=[CH:22][CH:21]=2)=[CH:14][CH:13]=1)[C:2]1[CH:7]=[CH:6][CH:5]=[CH:4][CH:3]=1.[CH3:42][N:43]1[CH:47]=[CH:46][N:45]=[C:44]1[CH:48]=O.C([BH3-])#N.[Na+].C(O)(=O)C, predict the reaction product. The product is: [CH2:1]([O:8][C:9](=[O:41])[N:10]([CH:35]1[CH2:36][CH2:37][CH2:38][CH2:39][CH2:40]1)[CH2:11][C:12]1[CH:13]=[CH:14][C:15]([NH:18][CH2:19][C:20]2[CH:25]=[CH:24][C:23]([CH2:26][N:27]([CH2:28][C:29]3[NH:33][CH:32]=[CH:31][N:30]=3)[CH2:48][C:44]3[N:43]([CH3:42])[CH:47]=[CH:46][N:45]=3)=[CH:22][CH:21]=2)=[CH:16][CH:17]=1)[C:2]1[CH:7]=[CH:6][CH:5]=[CH:4][CH:3]=1. (4) Given the reactants [CH2:1]([O:3][C:4]1[N:5]=[C:6]2[C:11](=[C:12]([CH3:14])[CH:13]=1)[N:10]=[CH:9][C:8]([F:15])=[C:7]2[CH2:16][CH2:17][C:18]12[CH2:25][CH2:24][C:21]([NH:26]C(=O)OC(C)(C)C)([CH2:22][CH2:23]1)[CH2:20][O:19]2)[CH3:2].FC(F)(F)C(O)=O, predict the reaction product. The product is: [CH2:1]([O:3][C:4]1[N:5]=[C:6]2[C:11](=[C:12]([CH3:14])[CH:13]=1)[N:10]=[CH:9][C:8]([F:15])=[C:7]2[CH2:16][CH2:17][C:18]12[CH2:23][CH2:22][C:21]([NH2:26])([CH2:24][CH2:25]1)[CH2:20][O:19]2)[CH3:2].